From a dataset of Forward reaction prediction with 1.9M reactions from USPTO patents (1976-2016). Predict the product of the given reaction. (1) Given the reactants [CH3:1][C:2]1([N:14]2[CH2:19][CH2:18][CH:17]([N:20]3[C:24]4[CH:25]=[CH:26][C:27]([CH3:29])=[CH:28][C:23]=4[NH:22][C:21]3=[O:30])[CH2:16][CH2:15]2)[CH2:6][CH2:5][N:4]([C:7]([O:9][C:10](C)([CH3:12])[CH3:11])=[O:8])[CH2:3]1.Cl.O1CCOCC1.C([O-])([O-])=O.[K+].[K+].C(Cl)(=O)OC(C)C.C1(C)C=CC=CC=1.[OH-].[Na+], predict the reaction product. The product is: [CH3:1][C:2]1([N:14]2[CH2:19][CH2:18][CH:17]([N:20]3[C:24]4[CH:25]=[CH:26][C:27]([CH3:29])=[CH:28][C:23]=4[NH:22][C:21]3=[O:30])[CH2:16][CH2:15]2)[CH2:6][CH2:5][N:4]([C:7]([O:9][CH:10]([CH3:12])[CH3:11])=[O:8])[CH2:3]1. (2) Given the reactants [CH3:1][N:2]([CH3:36])[S:3]([N:6]1[CH:10]=[CH:9][N:8]=[C:7]1[CH:11]([CH2:18][C:19]1[CH:24]=[CH:23][C:22]([O:25][CH2:26][CH2:27][C:28]2[CH:33]=[CH:32][CH:31]=[C:30]([NH:34][CH3:35])[N:29]=2)=[CH:21][CH:20]=1)[CH2:12][C:13]([O:15]CC)=[O:14])(=[O:5])=[O:4].CNC1N=C(CCOC2C=CC(CC(C3SC=CN=3)CC(OCC)=O)=CC=2)C=CC=1.O.Cl, predict the reaction product. The product is: [CH3:36][N:2]([CH3:1])[S:3]([N:6]1[CH:10]=[CH:9][N:8]=[C:7]1[CH:11]([CH2:18][C:19]1[CH:20]=[CH:21][C:22]([O:25][CH2:26][CH2:27][C:28]2[CH:33]=[CH:32][CH:31]=[C:30]([NH:34][CH3:35])[N:29]=2)=[CH:23][CH:24]=1)[CH2:12][C:13]([OH:15])=[O:14])(=[O:5])=[O:4]. (3) The product is: [C:6]([O:10][C:11](=[O:51])[N:12]([CH:38]1[CH2:43][CH2:42][N:41]([CH2:44][C:45]2[CH:50]=[CH:49][CH:48]=[CH:47][CH:46]=2)[CH2:40][CH2:39]1)[CH2:13][C:14]1[N:15]=[C:16]([CH:55]=[O:56])[N:17]([C:19]([C:20]2[CH:25]=[CH:24][CH:23]=[CH:22][CH:21]=2)([C:32]2[CH:33]=[CH:34][CH:35]=[CH:36][CH:37]=2)[C:26]2[CH:31]=[CH:30][CH:29]=[CH:28][CH:27]=2)[CH:18]=1)([CH3:9])([CH3:7])[CH3:8]. Given the reactants C([Li])CCC.[C:6]([O:10][C:11](=[O:51])[N:12]([CH:38]1[CH2:43][CH2:42][N:41]([CH2:44][C:45]2[CH:50]=[CH:49][CH:48]=[CH:47][CH:46]=2)[CH2:40][CH2:39]1)[CH2:13][C:14]1[N:15]=[CH:16][N:17]([C:19]([C:32]2[CH:37]=[CH:36][CH:35]=[CH:34][CH:33]=2)([C:26]2[CH:31]=[CH:30][CH:29]=[CH:28][CH:27]=2)[C:20]2[CH:25]=[CH:24][CH:23]=[CH:22][CH:21]=2)[CH:18]=1)([CH3:9])([CH3:8])[CH3:7].CN([CH:55]=[O:56])C.O, predict the reaction product. (4) Given the reactants Cl[C:2]1[C:11]2[C:6](=[CH:7][C:8]([O:19][CH:20]([CH3:22])[CH3:21])=[C:9]([N:12]3[CH2:17][CH2:16][N:15]([CH3:18])[CH2:14][CH2:13]3)[CH:10]=2)[N:5]=[CH:4][C:3]=1[C:23]([O:25][CH2:26][CH3:27])=[O:24].[F:28][C:29]1[CH:35]=[C:34]([F:36])[CH:33]=[CH:32][C:30]=1[NH2:31].C(O)(=O)C.C([O-])(O)=O.[Na+], predict the reaction product. The product is: [F:28][C:29]1[CH:35]=[C:34]([F:36])[CH:33]=[CH:32][C:30]=1[NH:31][C:2]1[C:11]2[C:6](=[CH:7][C:8]([O:19][CH:20]([CH3:22])[CH3:21])=[C:9]([N:12]3[CH2:17][CH2:16][N:15]([CH3:18])[CH2:14][CH2:13]3)[CH:10]=2)[N:5]=[CH:4][C:3]=1[C:23]([O:25][CH2:26][CH3:27])=[O:24]. (5) Given the reactants NCCC1C=CC(O)=CC=1.NCCC1C=CC(O)=C(O)C=1.COC1C=CC2N=CC=C([C@H](O)[C@@H]3N4C[C@H](C=C)C(CC4)C3)C=2C=1.[CH3:46][N:47]1[CH:56]([CH2:57][C:58]2[CH:59]=[CH:60][C:61]([O:65]C)=[C:62]([OH:64])[CH:63]=2)[C:55]2[CH:54]=[C:53](O)[C:52]([O:68]C)=[CH:51][C:50]=2[CH2:49][CH2:48]1.CN1[C@@H]2CC3C=CC(OC)=C4O[C@H]5[C@@H](O)C=C[C@@H]2[C@]5(C=34)CC1, predict the reaction product. The product is: [CH:59]1[C:58]2[CH2:57][C@H:56]3[N:47]([CH2:48][CH2:49][C@@:50]45[C@H:55]3[CH:54]=[CH:53][C@H:52]([OH:68])[C@@H:51]4[O:64][C:62]([C:63]=25)=[C:61]([OH:65])[CH:60]=1)[CH3:46]. (6) Given the reactants [C:1]([C:4]1[C:16](O)=[CH:15][C:14]2[N:13](CCCN(C)C)[C:12]3[CH:11]=[CH:10][C:9]4[C:24](=[O:27])[CH2:25]C[C:8]=4[C:7]=3[C:6]=2[CH:5]=1)(=[O:3])[CH3:2], predict the reaction product. The product is: [C:1]([C:4]1[CH:16]=[CH:15][C:14]2[NH:13][C:12]3[C:7]([C:6]=2[CH:5]=1)=[CH:8][C:9]([C:24](=[O:27])[CH3:25])=[CH:10][CH:11]=3)(=[O:3])[CH3:2].